This data is from Full USPTO retrosynthesis dataset with 1.9M reactions from patents (1976-2016). The task is: Predict the reactants needed to synthesize the given product. Given the product [CH:1]([O:4][C:5]1[CH:10]=[CH:9][C:8]([C:11]2[C:19]3[C:14](=[CH:15][CH:16]=[C:17]([NH:20][C:21]([C:23]4([O:28][CH3:29])[CH2:27][CH2:26][N:25]([CH2:31][C:32]([N:34]5[CH2:39][CH2:38][N:37]([C:40]6[CH:45]=[CH:44][C:43]([C:46]7[N:47]=[CH:48][CH:49]=[CH:50][N:51]=7)=[C:42]([F:52])[CH:41]=6)[CH2:36][CH2:35]5)=[O:33])[CH2:24]4)=[O:22])[CH:18]=3)[NH:13][N:12]=2)=[CH:7][CH:6]=1)([CH3:3])[CH3:2], predict the reactants needed to synthesize it. The reactants are: [CH:1]([O:4][C:5]1[CH:10]=[CH:9][C:8]([C:11]2[C:19]3[C:14](=[CH:15][CH:16]=[C:17]([NH:20][C:21]([C:23]4([O:28][CH3:29])[CH2:27][CH2:26][NH:25][CH2:24]4)=[O:22])[CH:18]=3)[NH:13][N:12]=2)=[CH:7][CH:6]=1)([CH3:3])[CH3:2].Cl[CH2:31][C:32]([N:34]1[CH2:39][CH2:38][N:37]([C:40]2[CH:45]=[CH:44][C:43]([C:46]3[N:51]=[CH:50][CH:49]=[CH:48][N:47]=3)=[C:42]([F:52])[CH:41]=2)[CH2:36][CH2:35]1)=[O:33].C(N(C(C)C)CC)(C)C.